The task is: Predict the product of the given reaction.. This data is from Forward reaction prediction with 1.9M reactions from USPTO patents (1976-2016). (1) The product is: [OH:5][CH2:4][C:3]([CH3:7])([CH3:6])[CH2:2][NH:1][S:18]([CH2:17][C:14]1[CH:13]=[CH:12][C:11]([N+:8]([O-:10])=[O:9])=[CH:16][CH:15]=1)(=[O:19])=[O:20]. Given the reactants [NH2:1][CH2:2][C:3]([CH3:7])([CH3:6])[CH2:4][OH:5].[N+:8]([C:11]1[CH:16]=[CH:15][C:14]([CH2:17][S:18](Cl)(=[O:20])=[O:19])=[CH:13][CH:12]=1)([O-:10])=[O:9], predict the reaction product. (2) Given the reactants Cl.[NH2:2][CH2:3][C:4]1[C:9](C(OCC)=O)=[CH:8][CH:7]=[CH:6][N:5]=1.[C:15]([O-])(O)=O.[Na+], predict the reaction product. The product is: [CH:3]1[N:2]=[CH:15][N:5]2[CH:6]=[CH:7][CH:8]=[CH:9][C:4]=12. (3) Given the reactants [CH2:1]([N:3](CC)CC)C.[C:16](O[C:16]([O:18][C:19]([CH3:22])([CH3:21])[CH3:20])=[O:17])([O:18][C:19]([CH3:22])([CH3:21])[CH3:20])=[O:17].[NH2:23][C:24]1[CH:31]=[CH:30][C:27](CN)=[CH:26][CH:25]=1, predict the reaction product. The product is: [C:16]([C:27]1[CH:26]=[CH:25][C:24]([NH:23][CH2:1][NH2:3])=[CH:31][CH:30]=1)([O:18][C:19]([CH3:20])([CH3:21])[CH3:22])=[O:17]. (4) Given the reactants [O:1]1[C:5]([C:6]2[CH:11]=[CH:10][CH:9]=[CH:8][C:7]=2[O:12][CH:13]2[CH2:18][CH2:17][N:16]([S:19](/[CH:22]=[CH:23]/[C:24]3[CH:29]=[CH:28][CH:27]=[CH:26][CH:25]=3)(=[O:21])=[O:20])[CH2:15][CH2:14]2)=[CH:4][CH:3]=[N:2]1.[NH2:30][OH:31].CCOC(C)=O, predict the reaction product. The product is: [O:1]1[C:5]([C:6]2[CH:11]=[CH:10][CH:9]=[CH:8][C:7]=2[O:12][CH:13]2[CH2:18][CH2:17][N:16]([S:19]([CH2:22][CH:23]([NH:30][OH:31])[C:24]3[CH:29]=[CH:28][CH:27]=[CH:26][CH:25]=3)(=[O:20])=[O:21])[CH2:15][CH2:14]2)=[CH:4][CH:3]=[N:2]1. (5) Given the reactants [OH-:1].[Na+].[Br:3][C:4]1[CH:5]=[C:6]([F:13])[C:7]([OH:12])=[C:8]([CH:11]=1)C=O.OO, predict the reaction product. The product is: [Br:3][C:4]1[CH:11]=[C:8]([OH:1])[C:7]([OH:12])=[C:6]([F:13])[CH:5]=1. (6) Given the reactants [Br-].[K+].C(=O)(O)[O-].[Na+].[OH:8][CH2:9][C@H:10]1[O:15][C:14]([CH3:17])([CH3:16])[O:13][C@@H:12]([CH2:18][C:19]([O:21][C:22]([CH3:25])([CH3:24])[CH3:23])=[O:20])[CH2:11]1.Cl[O-].[Na+], predict the reaction product. The product is: [C:22]([O:21][C:19](=[O:20])[CH2:18][C@H:12]1[CH2:11][C@@H:10]([CH:9]=[O:8])[O:15][C:14]([CH3:17])([CH3:16])[O:13]1)([CH3:23])([CH3:25])[CH3:24]. (7) The product is: [C:1]([O:5][C:6]([N:8]1[CH2:13][C@H:12]([CH2:14][N:50]=[N+:51]=[N-:52])[N:11]([CH2:16][C:17]([N:19]2[C:27]3[C:22](=[CH:23][CH:24]=[C:25]([Cl:28])[CH:26]=3)[C:21]([CH3:30])([CH3:29])[CH2:20]2)=[O:18])[CH2:10][C@H:9]1[CH3:31])=[O:7])([CH3:4])([CH3:3])[CH3:2]. Given the reactants [C:1]([O:5][C:6]([N:8]1[CH2:13][C@H:12]([CH2:14]O)[N:11]([CH2:16][C:17]([N:19]2[C:27]3[C:22](=[CH:23][CH:24]=[C:25]([Cl:28])[CH:26]=3)[C:21]([CH3:30])([CH3:29])[CH2:20]2)=[O:18])[CH2:10][C@H:9]1[CH3:31])=[O:7])([CH3:4])([CH3:3])[CH3:2].C(N(CC)CC)C.C1(C)C=CC(S(Cl)(=O)=O)=CC=1.[N-:50]=[N+:51]=[N-:52].[Na+], predict the reaction product. (8) The product is: [CH2:1]([N:8]1[CH2:13][CH2:12][CH2:11][C@@H:10]([N:14]2[CH2:23][CH2:22][C:21]3[C:16](=[CH:17][CH:18]=[C:19]([OH:24])[CH:20]=3)[C:15]2=[O:26])[CH2:9]1)[C:2]1[CH:3]=[CH:4][CH:5]=[CH:6][CH:7]=1. Given the reactants [CH2:1]([N:8]1[CH2:13][CH2:12][CH2:11][C@@H:10]([N:14]2[CH2:23][CH2:22][C:21]3[C:16](=[CH:17][CH:18]=[C:19]([O:24]C)[CH:20]=3)[C:15]2=[O:26])[CH2:9]1)[C:2]1[CH:7]=[CH:6][CH:5]=[CH:4][CH:3]=1, predict the reaction product. (9) Given the reactants [CH2:1]([C:9]1[CH:14]=[CH:13][C:12]([CH:15]2[O:19][CH2:18][C:17](=O)[CH2:16]2)=[CH:11][CH:10]=1)[CH2:2][CH2:3][CH2:4][CH2:5][CH2:6][CH2:7][CH3:8].[C:21](=[O:24])([O-])[O-].[NH4+:25].[NH4+:26].[C-]#N.[K+].Cl.C#N.[CH2:33]([OH:35])C, predict the reaction product. The product is: [CH2:1]([C:9]1[CH:14]=[CH:13][C:12]([CH:15]2[CH2:16][C:17]3([NH:26][C:33](=[O:35])[NH:25][C:21]3=[O:24])[CH2:18][O:19]2)=[CH:11][CH:10]=1)[CH2:2][CH2:3][CH2:4][CH2:5][CH2:6][CH2:7][CH3:8].